This data is from Peptide-MHC class II binding affinity with 134,281 pairs from IEDB. The task is: Regression. Given a peptide amino acid sequence and an MHC pseudo amino acid sequence, predict their binding affinity value. This is MHC class II binding data. The MHC is DRB4_0101 with pseudo-sequence DRB4_0103. The peptide sequence is GELQIVDKFDAAFKI. The binding affinity (normalized) is 0.704.